This data is from Drug-target binding data from BindingDB using IC50 measurements. The task is: Regression. Given a target protein amino acid sequence and a drug SMILES string, predict the binding affinity score between them. We predict pIC50 (pIC50 = -log10(IC50 in M); higher means more potent). Dataset: bindingdb_ic50. The drug is CCC=c1[nH]n(-c2ccccc2)c(=O)c1=Cc1ccc(OCc2ccc(C(=O)O)cc2)cc1. The target protein sequence is MRVKGIRRNYQHLWRWGTMLLGMLMICSAKEQLWVTAYYGVPVWKEATTTLFCASDAKAYDTEVHNVWATHACVPTDPNPREVVMGNVTEEFNIWNNSMVEQMHEDIISLWDESLKPCVKLTPLCVTFNCTNYNGTRNGTTTEPPEVKNCTTKETGIKNCSFNIATSGVEDRFKKEYALLYTADIVQIDNSSINYTLIGCNTSVITQACPKVSFEPIPIHYCAPAGFAILKCNNKTFNGKGPCTNVSTVQCTHGIRPVVSTQLLLNGSLAEEVVIRSDNFSDNAKTIIVQLKDPVVINCTRPNNNTRKGIRIGPGRTFYTTERIIGDIRQAHCNISRTQWNNTLRLIAAKLKKQFNNKTIIFRNSSGGDPEIVMHSFNCGGEFFYCNTTQLFNSTWVHNNTWVHNNTGNDTEEGTITLPCRIKQIINMWQEVGKAMYAPPIKGQIRCSSNITGLILTRDGGNTSSNNETFRPGGGDMRDNWRSELYKYKVVKIEPLGVAP.... The pIC50 is 4.7.